This data is from Reaction yield outcomes from USPTO patents with 853,638 reactions. The task is: Predict the reaction yield, written as a fraction of the theoretical maximum amount of product (1.0 means a 100% yield; for example, 0.34 means a 34% yield). (1) The reactants are [CH:1]1([O:5][C:6]2[C:15]([C:16]3[CH:17]=[N:18][NH:19][CH:20]=3)=[CH:14][CH:13]=[C:12]3[C:7]=2[CH2:8][CH2:9][C@H:10]([CH3:25])[N:11]3[C:21]([O:23][CH3:24])=[O:22])[CH2:4][CH2:3][CH2:2]1.CS(O[CH:31]1[CH2:36][CH2:35][S:34](=[O:38])(=[O:37])[CH2:33][CH2:32]1)(=O)=O.C(=O)([O-])[O-].[Cs+].[Cs+]. The catalyst is CN(C)C=O.O. The product is [CH:1]1([O:5][C:6]2[C:15]([C:16]3[CH:20]=[N:19][N:18]([CH:31]4[CH2:36][CH2:35][S:34](=[O:38])(=[O:37])[CH2:33][CH2:32]4)[CH:17]=3)=[CH:14][CH:13]=[C:12]3[C:7]=2[CH2:8][CH2:9][C@H:10]([CH3:25])[N:11]3[C:21]([O:23][CH3:24])=[O:22])[CH2:2][CH2:3][CH2:4]1. The yield is 0.180. (2) The product is [F:11][C:9]1[CH:10]=[C:2]2[C:3]([C:4](=[O:5])[NH:17][CH:16]=[N:1]2)=[CH:7][CH:8]=1. The reactants are [NH2:1][C:2]1[CH:10]=[C:9]([F:11])[CH:8]=[CH:7][C:3]=1[C:4](O)=[O:5].C(O)(=O)C.[CH:16](N)=[NH:17]. The catalyst is COCCO. The yield is 0.650.